Predict which catalyst facilitates the given reaction. From a dataset of Catalyst prediction with 721,799 reactions and 888 catalyst types from USPTO. (1) Reactant: C([CH:16]1[CH:25]([CH3:26])[CH2:24][C:23]2[C:18](=[CH:19][CH:20]=[CH:21][CH:22]=2)[O:17]1)CCCCCCCCCCCCCC.[BH4-].[Na+]. Product: [CH3:26][CH:25]1[CH2:24][C:23]2[C:18](=[CH:19][CH:20]=[CH:21][CH:22]=2)[O:17][CH2:16]1. The catalyst class is: 5. (2) Reactant: N#N.C(OC(=O)[NH:9][C@@H:10]([C:19]1[NH:23][C:22]2[CH:24]=[CH:25][CH:26]=[CH:27][C:21]=2[N:20]=1)[CH2:11][C:12]1[CH:17]=[CH:16][C:15]([Cl:18])=[CH:14][CH:13]=1)(C)(C)C.[ClH:29]. Product: [ClH:18].[ClH:29].[NH:20]1[C:21]2[CH:27]=[CH:26][CH:25]=[CH:24][C:22]=2[N:23]=[C:19]1[C@H:10]([NH2:9])[CH2:11][C:12]1[CH:17]=[CH:16][C:15]([Cl:18])=[CH:14][CH:13]=1. The catalyst class is: 135. (3) Reactant: [Cl:1][C:2]1[C:7]([F:8])=[CH:6][CH:5]=[C:4]([Cl:9])[C:3]=1[C@H:10]([O:12][C:13]1[C:14]([NH2:28])=[N:15][CH:16]=[C:17](B2OC(C)(C)C(C)(C)O2)[CH:18]=1)[CH3:11].[C:29]([O:33][C:34]([N:36]1[CH2:41][CH2:40][CH:39]([N:42]2[CH:46]=[C:45](Br)[CH:44]=[N:43]2)[CH2:38][CH2:37]1)=[O:35])([CH3:32])([CH3:31])[CH3:30].C([O-])([O-])=O.[Na+].[Na+]. Product: [C:29]([O:33][C:34]([N:36]1[CH2:37][CH2:38][CH:39]([N:42]2[CH:46]=[C:45]([C:17]3[CH:16]=[N:15][C:14]([NH2:28])=[C:13]([O:12][C@@H:10]([C:3]4[C:4]([Cl:9])=[CH:5][CH:6]=[C:7]([F:8])[C:2]=4[Cl:1])[CH3:11])[CH:18]=3)[CH:44]=[N:43]2)[CH2:40][CH2:41]1)=[O:35])([CH3:32])([CH3:30])[CH3:31]. The catalyst class is: 600. (4) Reactant: [BH3-]C#N.[Na+].[Cl:5][C:6]1[C:11]([N:12]=[C:13]([C@H:15]2[CH2:20][CH2:19][C@H:18]([CH3:21])[CH2:17][CH2:16]2)[CH3:14])=[C:10]([NH:22][C:23](=[O:29])[O:24][C:25]([CH3:28])([CH3:27])[CH3:26])[CH:9]=[C:8]([Cl:30])[N:7]=1.C(O)(=O)C. Product: [Cl:5][C:6]1[C:11]([NH:12][CH:13]([C@H:15]2[CH2:16][CH2:17][C@H:18]([CH3:21])[CH2:19][CH2:20]2)[CH3:14])=[C:10]([NH:22][C:23](=[O:29])[O:24][C:25]([CH3:28])([CH3:27])[CH3:26])[CH:9]=[C:8]([Cl:30])[N:7]=1. The catalyst class is: 8. (5) Reactant: [CH2:1]([O:8][C:9]([NH:11][CH:12]1[CH2:21][C:20]2[C:15](=[CH:16][CH:17]=[CH:18][CH:19]=2)[C:14](=[O:22])[CH2:13]1)=[O:10])[C:2]1[CH:7]=[CH:6][CH:5]=[CH:4][CH:3]=1.CS([Li])(=O)=O.[CH3:28][S:29]([CH3:32])(=[O:31])=[O:30]. Product: [CH2:1]([O:8][C:9]([NH:11][CH:12]1[CH2:21][C:20]2[C:15](=[CH:16][CH:17]=[CH:18][CH:19]=2)[C:14]([OH:22])([CH2:28][S:29]([CH3:32])(=[O:31])=[O:30])[CH2:13]1)=[O:10])[C:2]1[CH:7]=[CH:6][CH:5]=[CH:4][CH:3]=1. The catalyst class is: 7. (6) Reactant: [Br:1][C:2]1[CH:8]=[CH:7][C:5]([NH2:6])=[C:4]([O:9][C:10]([F:13])([F:12])[F:11])[CH:3]=1.C(=O)([O-])[O-].[Na+].[Na+].Cl[C:21]([O:23][CH2:24][C:25]1[CH:30]=[CH:29][CH:28]=[CH:27][CH:26]=1)=[O:22].O. The catalyst class is: 11. Product: [CH2:24]([O:23][C:21](=[O:22])[NH:6][C:5]1[CH:7]=[CH:8][C:2]([Br:1])=[CH:3][C:4]=1[O:9][C:10]([F:11])([F:12])[F:13])[C:25]1[CH:30]=[CH:29][CH:28]=[CH:27][CH:26]=1. (7) Reactant: C([NH:8][C:9]1[CH:10]=[CH:11][C:12]2[O:16][C:15]([CH3:18])([CH3:17])[CH:14]([C:19]3[CH:24]=[CH:23][C:22]([CH:25]([CH3:27])[CH3:26])=[CH:21][CH:20]=3)[C:13]=2[CH:28]=1)C1C=CC=CC=1. Product: [CH:25]([C:22]1[CH:21]=[CH:20][C:19]([CH:14]2[C:13]3[CH:28]=[C:9]([NH2:8])[CH:10]=[CH:11][C:12]=3[O:16][C:15]2([CH3:18])[CH3:17])=[CH:24][CH:23]=1)([CH3:27])[CH3:26]. The catalyst class is: 81. (8) Reactant: COC[O:4][C:5]1[CH:12]=[CH:11][C:10]([CH3:13])=[CH:9][C:6]=1[CH:7]=[O:8].C[C:15]1[CH:22]=[CH:21][CH:20]=[C:19](C)[C:16]=1[CH:17]=O.Cl. Product: [C:5]1([C:17]([C:16]2[CH:15]=[CH:22][CH:21]=[CH:20][CH:19]=2)=[CH:17][C:16]2[CH:19]=[CH:20][C:21]([C:7]([C:6]3[CH:9]=[C:10]([CH3:13])[CH:11]=[CH:12][C:5]=3[OH:4])=[O:8])=[CH:22][CH:15]=2)[CH:12]=[CH:11][CH:10]=[CH:9][CH:6]=1. The catalyst class is: 7.